Dataset: Forward reaction prediction with 1.9M reactions from USPTO patents (1976-2016). Task: Predict the product of the given reaction. (1) Given the reactants C(O[C:6]([N:8](C)[C@@H:9]([CH2:13][C:14](C)(C)[CH3:15])[C:10](O)=[O:11])=O)(C)(C)C.[F:19][C:20]([F:37])([F:36])[C:21]1[CH:26]=[CH:25][C:24]([N:27]2[CH2:31][C@@H:30]3[C@@H:32]([NH2:35])[CH2:33][CH2:34][C@@H:29]3[CH2:28]2)=[CH:23][CH:22]=1.FC(F)(F)C1N=C(N2C[C@@H]3[C@@H](N)CC[C@@H]3C2)C=CC=1, predict the reaction product. The product is: [CH3:6][NH:8][C@H:9]([C:10]([NH:35][C@@H:32]1[C@@H:30]2[C@@H:29]([CH2:28][N:27]([C:24]3[CH:23]=[CH:22][C:21]([C:20]([F:19])([F:36])[F:37])=[CH:26][CH:25]=3)[CH2:31]2)[CH2:34][CH2:33]1)=[O:11])[CH2:13][CH2:14][CH3:15]. (2) Given the reactants Cl.Cl.[NH2:3][C:4]1[NH:5][C:6]2[NH:7][CH2:8][CH:9]([CH:15]([OH:19])[CH:16]([OH:18])[CH3:17])[NH:10][C:11]=2[C:12](=[O:14])[N:13]=1.C(O[C:24](=[O:26])[CH3:25])(=O)C, predict the reaction product. The product is: [C:12]([O:18][CH:16]([CH3:17])[CH:15]([O:19][C:24](=[O:26])[CH3:25])[CH:9]1[CH2:8][NH:7][C:6]2[N:5]=[C:4]([NH2:3])[NH:13][C:12](=[O:14])[C:11]=2[N:10]1[C:16](=[O:18])[CH3:15])(=[O:14])[CH3:11]. (3) Given the reactants [F:1][C:2]1[CH:3]=[C:4]2[C:8](=[CH:9][CH:10]=1)[NH:7][CH:6]=[C:5]2[CH2:11][CH2:12][CH2:13][NH:14][CH:15]1[CH2:24][C:23]2[C:18](=[CH:19][CH:20]=[CH:21][C:22]=2[O:25][CH3:26])[O:17][CH2:16]1.[CH:27](=O)[CH3:28].C(O)(=O)C.C([BH3-])#N.[Na+], predict the reaction product. The product is: [CH2:27]([N:14]([CH2:13][CH2:12][CH2:11][C:5]1[C:4]2[C:8](=[CH:9][CH:10]=[C:2]([F:1])[CH:3]=2)[NH:7][CH:6]=1)[CH:15]1[CH2:24][C:23]2[C:18](=[CH:19][CH:20]=[CH:21][C:22]=2[O:25][CH3:26])[O:17][CH2:16]1)[CH3:28]. (4) Given the reactants B([C:4]1[CH:15]=[C:14]([C:16]([F:19])([F:18])[F:17])[CH:13]=[CH:12][C:5]=1[O:6][C@@H:7]([CH3:11])[C:8]([OH:10])=[O:9])(O)O.Br[C:21]1[CH:26]=[CH:25][C:24]([S:27]([N:30]([CH3:32])[CH3:31])(=[O:29])=[O:28])=[CH:23][CH:22]=1, predict the reaction product. The product is: [CH3:31][N:30]([CH3:32])[S:27]([C:24]1[CH:23]=[CH:22][C:21]([C:4]2[CH:15]=[C:14]([C:16]([F:19])([F:18])[F:17])[CH:13]=[CH:12][C:5]=2[O:6][C@@H:7]([CH3:11])[C:8]([OH:10])=[O:9])=[CH:26][CH:25]=1)(=[O:28])=[O:29]. (5) Given the reactants [CH3:1][C:2]1[C:3]([CH2:15][O:16][C:17]2[CH:22]=[CH:21][C:20]([C:23]3[CH:27]=[C:26]([CH3:28])[N:25]([CH3:29])[N:24]=3)=[CH:19][C:18]=2[CH3:30])=[C:4]([N:8]2[C:12](=[O:13])[N:11]([CH3:14])[N:10]=[N:9]2)[CH:5]=[CH:6][CH:7]=1.[Cl:31]N1C(=O)CCC1=O, predict the reaction product. The product is: [CH3:1][C:2]1[C:3]([CH2:15][O:16][C:17]2[CH:22]=[CH:21][C:20]([C:23]3[C:27]([Cl:31])=[C:26]([CH3:28])[N:25]([CH3:29])[N:24]=3)=[CH:19][C:18]=2[CH3:30])=[C:4]([N:8]2[C:12](=[O:13])[N:11]([CH3:14])[N:10]=[N:9]2)[CH:5]=[CH:6][CH:7]=1. (6) Given the reactants Cl[C:2]1[CH:7]=[C:6]([C:8]([NH:10][C:11]2[CH:12]=[C:13]([CH:17]([NH:22][C:23]3[C:32]4[C:27](=[C:28]([C:33]([NH2:35])=[O:34])[CH:29]=[CH:30][CH:31]=4)[N:26]=[CH:25][N:24]=3)[CH2:18][N:19]([CH3:21])[CH3:20])[CH:14]=[CH:15][CH:16]=2)=[O:9])[CH:5]=[CH:4][N:3]=1.CC(O)(C)C.CS(C)=O.[NH:45]1[CH2:49][CH2:48][CH2:47][CH2:46]1, predict the reaction product. The product is: [CH3:20][N:19]([CH3:21])[CH2:18][CH:17]([NH:22][C:23]1[C:32]2[C:27](=[C:28]([C:33]([NH2:35])=[O:34])[CH:29]=[CH:30][CH:31]=2)[N:26]=[CH:25][N:24]=1)[C:13]1[CH:14]=[CH:15][CH:16]=[C:11]([NH:10][C:8]([C:6]2[CH:5]=[CH:4][N:3]=[C:2]([N:45]3[CH2:49][CH2:48][CH2:47][CH2:46]3)[CH:7]=2)=[O:9])[CH:12]=1. (7) Given the reactants [CH3:1][C:2]1[C:7]([N:8]2[CH2:13][CH2:12]N[CH2:10][CH2:9]2)=[C:6]([CH3:14])[CH:5]=[C:4]([CH3:15])[C:3]=1[NH2:16].[CH3:17]CN(C(C)C)C(C)C.ClC(Cl)(O[C:30](=[O:36])OC(Cl)(Cl)Cl)Cl.[CH2:38]([N:45]1[CH2:50][CH2:49][N:48]([CH2:51][CH2:52][NH2:53])[CH2:47][CH2:46]1)[C:39]1[CH:44]=[CH:43][CH:42]=[CH:41][CH:40]=1, predict the reaction product. The product is: [CH2:38]([N:45]1[CH2:46][CH2:47][N:48]([CH2:51][CH2:52][NH:53][C:30]([NH:16][C:3]2[C:4]([CH3:15])=[CH:5][C:6]([CH3:14])=[C:7]([N:8]3[CH2:9][CH2:10][CH2:17][CH2:12][CH2:13]3)[C:2]=2[CH3:1])=[O:36])[CH2:49][CH2:50]1)[C:39]1[CH:40]=[CH:41][CH:42]=[CH:43][CH:44]=1. (8) Given the reactants [CH2:1]([N:3]1[C:7]2=[N:8][C:9]([OH:21])=[C:10]([C:19]#[N:20])[C:11]([C:12]3[CH:13]=[N:14][CH:15]=[C:16]([CH3:18])[CH:17]=3)=[C:6]2[CH:5]=[N:4]1)[CH3:2].CCN(CC)CC.[F:29][C:30]([F:43])([F:42])[S:31](O[S:31]([C:30]([F:43])([F:42])[F:29])(=[O:33])=[O:32])(=[O:33])=[O:32], predict the reaction product. The product is: [F:29][C:30]([F:43])([F:42])[S:31]([O:21][C:9]1[N:8]=[C:7]2[N:3]([CH2:1][CH3:2])[N:4]=[CH:5][C:6]2=[C:11]([C:12]2[CH:13]=[N:14][CH:15]=[C:16]([CH3:18])[CH:17]=2)[C:10]=1[C:19]#[N:20])(=[O:33])=[O:32]. (9) Given the reactants [CH3:1][NH:2][CH2:3][CH2:4][N:5]1[C:11]2[CH:12]=[CH:13][CH:14]=[CH:15][C:10]=2[CH2:9][O:8][C:7]2[CH:16]=[CH:17][CH:18]=[CH:19][C:6]1=2.S(O[CH2:25][CH2:26][C:27]1[CH:32]=[CH:31][C:30]([N:33]([CH3:35])[CH3:34])=[CH:29][CH:28]=1)(=O)(=O)C.C(=O)([O-])[O-].[Na+].[Na+].[I-].[Na+], predict the reaction product. The product is: [CH3:34][N:33]([CH3:35])[C:30]1[CH:31]=[CH:32][C:27]([CH2:26][CH2:25][N:2]([CH2:3][CH2:4][N:5]2[C:11]3[CH:12]=[CH:13][CH:14]=[CH:15][C:10]=3[CH2:9][O:8][C:7]3[CH:16]=[CH:17][CH:18]=[CH:19][C:6]2=3)[CH3:1])=[CH:28][CH:29]=1. (10) Given the reactants Br[C:2]1[C:3]([CH3:21])([CH3:20])[O:4][C:5]2[C:10]([C:11]=1[C:12]1[CH:17]=[CH:16][C:15]([F:18])=[CH:14][CH:13]=1)=[CH:9][CH:8]=[C:7]([Cl:19])[CH:6]=2.[CH2:22]([Sn](CCCC)(CCCC)C=C)[CH2:23]CC.[F-].[K+], predict the reaction product. The product is: [Cl:19][C:7]1[CH:6]=[C:5]2[C:10]([C:11]([C:12]3[CH:17]=[CH:16][C:15]([F:18])=[CH:14][CH:13]=3)=[C:2]([CH:22]=[CH2:23])[C:3]([CH3:21])([CH3:20])[O:4]2)=[CH:9][CH:8]=1.